Task: Regression. Given two drug SMILES strings and cell line genomic features, predict the synergy score measuring deviation from expected non-interaction effect.. Dataset: NCI-60 drug combinations with 297,098 pairs across 59 cell lines (1) Drug 2: C1=CC=C(C=C1)NC(=O)CCCCCCC(=O)NO. Drug 1: CC=C1C(=O)NC(C(=O)OC2CC(=O)NC(C(=O)NC(CSSCCC=C2)C(=O)N1)C(C)C)C(C)C. Synergy scores: CSS=38.4, Synergy_ZIP=-3.46, Synergy_Bliss=-5.20, Synergy_Loewe=-27.6, Synergy_HSA=-4.30. Cell line: NCI-H226. (2) Drug 1: C1=CC(=CC=C1C#N)C(C2=CC=C(C=C2)C#N)N3C=NC=N3. Drug 2: CS(=O)(=O)CCNCC1=CC=C(O1)C2=CC3=C(C=C2)N=CN=C3NC4=CC(=C(C=C4)OCC5=CC(=CC=C5)F)Cl. Cell line: NCI-H226. Synergy scores: CSS=-3.01, Synergy_ZIP=2.69, Synergy_Bliss=1.32, Synergy_Loewe=-4.56, Synergy_HSA=-4.56. (3) Drug 1: CC1=C2C(C(=O)C3(C(CC4C(C3C(C(C2(C)C)(CC1OC(=O)C(C(C5=CC=CC=C5)NC(=O)OC(C)(C)C)O)O)OC(=O)C6=CC=CC=C6)(CO4)OC(=O)C)OC)C)OC. Drug 2: CC1C(C(=O)NC(C(=O)N2CCCC2C(=O)N(CC(=O)N(C(C(=O)O1)C(C)C)C)C)C(C)C)NC(=O)C3=C4C(=C(C=C3)C)OC5=C(C(=O)C(=C(C5=N4)C(=O)NC6C(OC(=O)C(N(C(=O)CN(C(=O)C7CCCN7C(=O)C(NC6=O)C(C)C)C)C)C(C)C)C)N)C. Cell line: HOP-92. Synergy scores: CSS=21.0, Synergy_ZIP=1.00, Synergy_Bliss=2.64, Synergy_Loewe=-1.43, Synergy_HSA=2.95.